Dataset: Forward reaction prediction with 1.9M reactions from USPTO patents (1976-2016). Task: Predict the product of the given reaction. (1) Given the reactants [CH2:1]([O:3][C:4](=[O:28])[CH2:5][NH:6][C:7]1[CH:12]=[C:11]([Cl:13])[C:10]([O:14][C:15]2[CH:20]=[CH:19][C:18]([O:21][CH3:22])=[C:17]([CH:23]([CH2:25][CH3:26])[CH3:24])[CH:16]=2)=[C:9]([Cl:27])[CH:8]=1)[CH3:2].Br[CH2:30][C:31]([O:33][CH2:34][CH3:35])=[O:32].C(N(C(C)C)CC)(C)C, predict the reaction product. The product is: [CH2:1]([O:3][C:4](=[O:28])[CH2:5][N:6]([C:7]1[CH:12]=[C:11]([Cl:13])[C:10]([O:14][C:15]2[CH:20]=[CH:19][C:18]([O:21][CH3:22])=[C:17]([CH:23]([CH2:25][CH3:26])[CH3:24])[CH:16]=2)=[C:9]([Cl:27])[CH:8]=1)[CH2:30][C:31]([O:33][CH2:34][CH3:35])=[O:32])[CH3:2]. (2) Given the reactants C(C1C=CC(C(OC)=O)=C(O)C=1)=O.[F:14][C:15]1[CH:24]=[C:23]([CH:25]=[O:26])[CH:22]=[C:21]([O:27]C)[C:16]=1[C:17]([O:19][CH3:20])=[O:18].[Al+3].[Cl-].[Cl-].[Cl-], predict the reaction product. The product is: [F:14][C:15]1[CH:24]=[C:23]([CH:25]=[O:26])[CH:22]=[C:21]([OH:27])[C:16]=1[C:17]([O:19][CH3:20])=[O:18]. (3) Given the reactants [CH:1]1([NH:6][CH2:7][C:8]([OH:15])([CH3:14])[C:9]([O:11][CH2:12][CH3:13])=[O:10])[CH2:5][CH2:4][CH2:3][CH2:2]1.[CH2:16](Br)[C:17]1[CH:22]=[CH:21][CH:20]=[CH:19][CH:18]=1.C([O-])([O-])=O.[K+].[K+].CCOC(C)=O, predict the reaction product. The product is: [CH2:16]([N:6]([CH:1]1[CH2:2][CH2:3][CH2:4][CH2:5]1)[CH2:7][C:8]([OH:15])([CH3:14])[C:9]([O:11][CH2:12][CH3:13])=[O:10])[C:17]1[CH:22]=[CH:21][CH:20]=[CH:19][CH:18]=1. (4) Given the reactants [CH:1]1([NH:4][C:5]([C:7]2[N:8]=[N:9][N:10]([C:14]3[CH:19]=[CH:18][C:17]([C:20]([NH:22][CH2:23][CH3:24])=[O:21])=[CH:16][C:15]=3[OH:25])[C:11]=2[CH2:12]O)=[O:6])[CH2:3][CH2:2]1.C(P(CCCC)CCCC)CCC.C1CCN(C(N=NC(N2CCCCC2)=O)=O)CC1, predict the reaction product. The product is: [CH:1]1([NH:4][C:5]([C:7]2[N:8]=[N:9][N:10]3[C:14]4[CH:19]=[CH:18][C:17]([C:20]([NH:22][CH2:23][CH3:24])=[O:21])=[CH:16][C:15]=4[O:25][CH2:12][C:11]=23)=[O:6])[CH2:2][CH2:3]1.